From a dataset of Catalyst prediction with 721,799 reactions and 888 catalyst types from USPTO. Predict which catalyst facilitates the given reaction. Reactant: [CH3:1][O:2][C:3]([CH2:5]P(OC)(OC)=O)=[O:4].C1CCN2C(=NCCC2)CC1.[Li+].[Cl-].[F:25][C:26]1[CH:27]=[C:28]([C:39]23[CH2:46][CH2:45][C:42]([CH2:47][CH2:48][CH:49]=O)([CH2:43][CH2:44]2)[CH2:41][O:40]3)[CH:29]=[C:30]([O:32][CH:33]2[CH2:38][CH2:37][CH2:36][CH2:35][O:34]2)[CH:31]=1. Product: [F:25][C:26]1[CH:27]=[C:28]([C:39]23[CH2:44][CH2:43][C:42]([CH2:47][CH2:48]/[CH:49]=[CH:5]/[C:3]([O:2][CH3:1])=[O:4])([CH2:45][CH2:46]2)[CH2:41][O:40]3)[CH:29]=[C:30]([O:32][CH:33]2[CH2:38][CH2:37][CH2:36][CH2:35][O:34]2)[CH:31]=1. The catalyst class is: 23.